This data is from Forward reaction prediction with 1.9M reactions from USPTO patents (1976-2016). The task is: Predict the product of the given reaction. (1) Given the reactants [CH3:1]/[C:2](/[C:5]1[CH:10]=[CH:9][C:8]([O:11][CH3:12])=[CH:7][CH:6]=1)=[N:3]/O.[ClH:13], predict the reaction product. The product is: [ClH:13].[CH3:12][O:11][C:8]1[CH:9]=[CH:10][C:5]([CH:2]([NH2:3])[CH3:1])=[CH:6][CH:7]=1. (2) Given the reactants [F:1][C:2]1[CH:9]=[CH:8][C:5]([CH2:6][NH2:7])=[CH:4][CH:3]=1.[Cl:10][C:11]1[N:16]=[C:15]([Cl:17])[C:14]([C:18](Cl)=[O:19])=[CH:13][N:12]=1.C(N(CC)C(C)C)(C)C, predict the reaction product. The product is: [Cl:10][C:11]1[N:16]=[C:15]([Cl:17])[C:14]([C:18]([NH:7][CH2:6][C:5]2[CH:8]=[CH:9][C:2]([F:1])=[CH:3][CH:4]=2)=[O:19])=[CH:13][N:12]=1. (3) Given the reactants [CH3:1][S:2]([NH:5][CH:6]1[CH2:11][CH2:10][CH:9]([NH:12]C(=O)OC(C)(C)C)[CH2:8][CH2:7]1)(=[O:4])=[O:3].C(O)(C(F)(F)F)=O.C(OCC)C, predict the reaction product. The product is: [NH2:12][CH:9]1[CH2:10][CH2:11][CH:6]([NH:5][S:2]([CH3:1])(=[O:4])=[O:3])[CH2:7][CH2:8]1. (4) Given the reactants [C:1]([N:4]1[CH2:9][C@H:8]([CH3:10])[N:7]([C:11]2[CH:16]=[CH:15][C:14]([N+:17]([O-])=O)=[CH:13][CH:12]=2)[CH2:6][C@H:5]1[CH3:20])(=[O:3])[CH3:2].[N:21]#[C:22][NH2:23], predict the reaction product. The product is: [C:1]([N:4]1[C@H:5]([CH3:20])[CH2:6][N:7]([C:11]2[CH:16]=[CH:15][C:14]([NH:17][C:22]([NH2:23])=[NH:21])=[CH:13][CH:12]=2)[C@@H:8]([CH3:10])[CH2:9]1)(=[O:3])[CH3:2]. (5) Given the reactants [Cl:1][C:2]1[N:7]=[C:6]2[N:8]([CH2:11][C:12]3[C:21]4[C:16](=[CH:17][CH:18]=[CH:19][CH:20]=4)[CH:15]=[CH:14][CH:13]=3)[CH:9]=[N:10][C:5]2=[C:4](Cl)[CH:3]=1.[CH3:23][O-:24].[Na+], predict the reaction product. The product is: [Cl:1][C:2]1[N:7]=[C:6]2[N:8]([CH2:11][C:12]3[C:21]4[C:16](=[CH:17][CH:18]=[CH:19][CH:20]=4)[CH:15]=[CH:14][CH:13]=3)[CH:9]=[N:10][C:5]2=[C:4]([O:24][CH3:23])[CH:3]=1.